The task is: Binary Classification. Given a drug SMILES string, predict its activity (active/inactive) in a high-throughput screening assay against a specified biological target.. This data is from HIV replication inhibition screening data with 41,000+ compounds from the AIDS Antiviral Screen. (1) The molecule is Cn1c(=O)n2n(c1=O)C1(CCO)CCC2(CCO)CC1. The result is 0 (inactive). (2) The drug is COC(=O)c1cc(C=CC(=O)Cc2ccccc2)cn1S(=O)(=O)c1ccccc1. The result is 0 (inactive). (3) The molecule is CC(O)C(=O)SCC(NC(=O)CCC(N)C(=O)O)C(=O)NCC(=O)O. The result is 0 (inactive). (4) The molecule is CCOC(=O)c1ccccc1NNC(=O)CCC(=O)O. The result is 0 (inactive).